This data is from NCI-60 drug combinations with 297,098 pairs across 59 cell lines. The task is: Regression. Given two drug SMILES strings and cell line genomic features, predict the synergy score measuring deviation from expected non-interaction effect. Drug 1: CC1=C(C=C(C=C1)C(=O)NC2=CC(=CC(=C2)C(F)(F)F)N3C=C(N=C3)C)NC4=NC=CC(=N4)C5=CN=CC=C5. Drug 2: CCCCC(=O)OCC(=O)C1(CC(C2=C(C1)C(=C3C(=C2O)C(=O)C4=C(C3=O)C=CC=C4OC)O)OC5CC(C(C(O5)C)O)NC(=O)C(F)(F)F)O. Cell line: OVCAR3. Synergy scores: CSS=29.7, Synergy_ZIP=2.50, Synergy_Bliss=4.02, Synergy_Loewe=-6.34, Synergy_HSA=-0.697.